This data is from Forward reaction prediction with 1.9M reactions from USPTO patents (1976-2016). The task is: Predict the product of the given reaction. (1) Given the reactants [CH2:1]([O:3][CH:4]([CH2:19][O:20][C:21]1[CH:26]=[CH:25][C:24]([C:27]([F:30])([F:29])[F:28])=[CH:23][CH:22]=1)[CH2:5][S:6][C:7]1[CH:17]=[CH:16][C:10]([O:11][CH2:12][C:13]([OH:15])=[O:14])=[C:9]([CH3:18])[CH:8]=1)[CH3:2].[NH2:31][C@H:32]([C:38]([OH:40])=[O:39])[CH2:33][CH2:34][CH2:35][CH2:36][NH2:37].O, predict the reaction product. The product is: [OH2:3].[OH2:39].[NH2:31][C@H:32]([C:38]([OH:40])=[O:39])[CH2:33][CH2:34][CH2:35][CH2:36][NH2:37].[CH2:1]([O:3][CH:4]([CH2:19][O:20][C:21]1[CH:26]=[CH:25][C:24]([C:27]([F:29])([F:28])[F:30])=[CH:23][CH:22]=1)[CH2:5][S:6][C:7]1[CH:17]=[CH:16][C:10]([O:11][CH2:12][C:13]([OH:15])=[O:14])=[C:9]([CH3:18])[CH:8]=1)[CH3:2]. (2) Given the reactants [C:1]([C:9]1[CH:36]=[CH:35][C:12]2[N:13]([CH2:17][CH2:18][O:19][C:20]3[CH:25]=[CH:24][C:23]([CH2:26][CH:27]([O:32][CH2:33][CH3:34])[C:28]([O:30][CH3:31])=[O:29])=[CH:22][CH:21]=3)[C:14](=[O:16])[S:15][C:11]=2[CH:10]=1)(=O)[C:2]1[CH:7]=[CH:6][CH:5]=[CH:4][CH:3]=1.Cl.[CH3:38][O:39][NH2:40].N1C=CC=CC=1, predict the reaction product. The product is: [CH2:33]([O:32][CH:27]([CH2:26][C:23]1[CH:24]=[CH:25][C:20]([O:19][CH2:18][CH2:17][N:13]2[C:12]3[CH:35]=[CH:36][C:9]([C:1](=[N:40][O:39][CH3:38])[C:2]4[CH:7]=[CH:6][CH:5]=[CH:4][CH:3]=4)=[CH:10][C:11]=3[S:15][C:14]2=[O:16])=[CH:21][CH:22]=1)[C:28]([O:30][CH3:31])=[O:29])[CH3:34]. (3) Given the reactants [H-].[H-].[H-].[H-].[Li+].[Al+3].[Br:7][C:8]1[CH:17]=[CH:16][C:11]([C:12](OC)=[O:13])=[C:10]([CH3:18])[CH:9]=1, predict the reaction product. The product is: [Br:7][C:8]1[CH:17]=[CH:16][C:11]([CH2:12][OH:13])=[C:10]([CH3:18])[CH:9]=1. (4) Given the reactants [OH:1][C@:2]([CH3:38])([CH2:36][I:37])[C:3](=[O:35])[C@@H:4]([NH:12][C:13](=[O:34])[C@@H:14]([NH:18][C:19](=[O:33])[C@@H:20]([NH:24][C:25]([C:27]1[S:31][C:30]([CH3:32])=[N:29][CH:28]=1)=[O:26])[CH2:21][O:22][CH3:23])[CH2:15][O:16][CH3:17])[CH2:5][C:6]1[CH:11]=[CH:10][CH:9]=[CH:8][CH:7]=1.[C:39]([O:42][CH2:43][CH2:44][CH2:45][CH2:46][C:47](O[C:47](=[O:48])[CH2:46][CH2:45][CH2:44][CH2:43][O:42][C:39](=[O:41])[CH3:40])=[O:48])(=[O:41])[CH3:40], predict the reaction product. The product is: [C:39]([O:42][CH2:43][CH2:44][CH2:45][CH2:46][C:47]([O:1][C@@:2]([CH3:38])([C:3](=[O:35])[C@@H:4]([NH:12][C:13](=[O:34])[C@@H:14]([NH:18][C:19](=[O:33])[C@@H:20]([NH:24][C:25]([C:27]1[S:31][C:30]([CH3:32])=[N:29][CH:28]=1)=[O:26])[CH2:21][O:22][CH3:23])[CH2:15][O:16][CH3:17])[CH2:5][C:6]1[CH:7]=[CH:8][CH:9]=[CH:10][CH:11]=1)[CH2:36][I:37])=[O:48])(=[O:41])[CH3:40]. (5) Given the reactants C(Cl)(=O)C(Cl)=O.[F:7][C:8]1([F:15])[CH2:11][CH:10]([C:12](O)=[O:13])[CH2:9]1.[NH:16]([CH3:18])[CH3:17], predict the reaction product. The product is: [F:7][C:8]1([F:15])[CH2:11][CH:10]([C:12]([N:16]([CH3:18])[CH3:17])=[O:13])[CH2:9]1. (6) Given the reactants [Cl:1][C:2]1[CH:3]=[CH:4][CH:5]=[C:6]2[C:11]=1[N:10]=[CH:9][C:8]([C:12]1[CH:17]=[CH:16][CH:15]=[CH:14][CH:13]=1)=[C:7]2[C:18]1[CH:19]=[C:20]([OH:24])[CH:21]=[CH:22][CH:23]=1.[CH2:25]([S:27]([C:30]1[CH:31]=[C:32]([CH:36]=[CH:37][CH:38]=1)[C:33](O)=[O:34])(=[O:29])=[O:28])[CH3:26], predict the reaction product. The product is: [CH2:25]([S:27]([C:30]1[CH:31]=[C:32]([CH:36]=[CH:37][CH:38]=1)[C:33]([O:24][C:20]1[CH:21]=[CH:22][CH:23]=[C:18]([C:7]2[C:6]3[C:11](=[C:2]([Cl:1])[CH:3]=[CH:4][CH:5]=3)[N:10]=[CH:9][C:8]=2[C:12]2[CH:17]=[CH:16][CH:15]=[CH:14][CH:13]=2)[CH:19]=1)=[O:34])(=[O:29])=[O:28])[CH3:26]. (7) Given the reactants I[CH2:2][CH2:3][CH2:4][O:5][C:6]1[CH:11]=[CH:10][C:9]([NH:12][CH:13]=[C:14]2[C:22]3[C:17](=[CH:18][CH:19]=[CH:20][CH:21]=3)[NH:16][C:15]2=[O:23])=[CH:8][CH:7]=1.[CH2:24]([NH:26][CH2:27][CH3:28])[CH3:25], predict the reaction product. The product is: [CH2:24]([N:26]([CH2:27][CH3:28])[CH2:2][CH2:3][CH2:4][O:5][C:6]1[CH:11]=[CH:10][C:9]([NH:12][CH:13]=[C:14]2[C:22]3[C:17](=[CH:18][CH:19]=[CH:20][CH:21]=3)[NH:16][C:15]2=[O:23])=[CH:8][CH:7]=1)[CH3:25].